This data is from Reaction yield outcomes from USPTO patents with 853,638 reactions. The task is: Predict the reaction yield, written as a fraction of the theoretical maximum amount of product (1.0 means a 100% yield; for example, 0.34 means a 34% yield). The reactants are [CH3:1][C:2]1[CH:9]=[CH:8][C:5]([CH:6]=O)=[CH:4][CH:3]=1.Cl.[NH2:11][OH:12].C([O-])(=O)C.[Na+]. The catalyst is C(O)C.O. The product is [CH3:1][C:2]1[CH:9]=[CH:8][C:5]([CH:6]=[N:11][OH:12])=[CH:4][CH:3]=1. The yield is 0.918.